Task: Predict the product of the given reaction.. Dataset: Forward reaction prediction with 1.9M reactions from USPTO patents (1976-2016) (1) Given the reactants [C:1]([Br:5])(Br)(Br)Br.[F:6][C:7]1[CH:14]=[CH:13][C:10](CO)=[CH:9][C:8]=1[CH3:15].C1(P(C2C=CC=CC=2)C2C=CC=CC=2)C=CC=CC=1, predict the reaction product. The product is: [F:6][C:7]1[CH:14]=[CH:13][C:10]([CH2:1][Br:5])=[CH:9][C:8]=1[CH3:15]. (2) The product is: [N+:19]([C:9]1[CH:10]=[CH:11][C:6]([CH:12]2[CH2:17][CH2:16][C:15](=[O:18])[CH2:14][CH2:13]2)=[CH:7][CH:8]=1)([O-:21])=[O:20]. Given the reactants OS(O)(=O)=O.[C:6]1([CH:12]2[CH2:17][CH2:16][C:15](=[O:18])[CH2:14][CH2:13]2)[CH:11]=[CH:10][CH:9]=[CH:8][CH:7]=1.[N+:19]([O-])([OH:21])=[O:20], predict the reaction product. (3) Given the reactants [CH3:1][C:2]1[CH:7]=[C:6]([O:8][CH2:9][C:10]2[C:11]([C:16]3[CH:21]=[CH:20][CH:19]=[CH:18][CH:17]=3)=[N:12][O:13][C:14]=2[CH3:15])[N:5]=[N:4][C:3]=1[C:22]([OH:24])=O.CC1O[N:29]=[C:28](C2C=CC=CC=2)[C:27]=1[CH2:37][O:38][C:39]1N=NC(C(O)=O)=C[CH:40]=1.NC1CCOCC1, predict the reaction product. The product is: [O:38]1[CH2:37][CH2:27][CH:28]([NH:29][C:22]([C:3]2[N:4]=[N:5][C:6]([O:8][CH2:9][C:10]3[C:11]([C:16]4[CH:21]=[CH:20][CH:19]=[CH:18][CH:17]=4)=[N:12][O:13][C:14]=3[CH3:15])=[CH:7][C:2]=2[CH3:1])=[O:24])[CH2:40][CH2:39]1. (4) Given the reactants [CH3:1][N:2]1[C:6]2[CH:7]=[C:8]([O:11][C:12]3[CH:17]=[CH:16][CH:15]=[C:14]([C:18]([F:21])([F:20])[F:19])[CH:13]=3)[CH:9]=[CH:10][C:5]=2[N:4]=[C:3]1[CH2:22][OH:23].O[C:25]1[CH:26]=[C:27]([CH:32]=[CH:33][CH:34]=1)[C:28]([O:30][CH3:31])=[O:29].C(P(CCCC)CCCC)CCC.N(C(N1CCCCC1)=O)=NC(N1CCCCC1)=O, predict the reaction product. The product is: [CH3:1][N:2]1[C:6]2[CH:7]=[C:8]([O:11][C:12]3[CH:17]=[CH:16][CH:15]=[C:14]([C:18]([F:19])([F:21])[F:20])[CH:13]=3)[CH:9]=[CH:10][C:5]=2[N:4]=[C:3]1[CH2:22][O:23][C:25]1[CH:26]=[C:27]([CH:32]=[CH:33][CH:34]=1)[C:28]([O:30][CH3:31])=[O:29].